The task is: Predict the reactants needed to synthesize the given product.. This data is from Full USPTO retrosynthesis dataset with 1.9M reactions from patents (1976-2016). (1) Given the product [CH:16]1([N:13]2[C:6]3[N:7]=[C:8]([S:11][CH3:12])[N:9]=[CH:10][C:5]=3[CH:4]=[C:3]([CH2:2][O:24][C:21](=[O:23])[CH3:22])[C:14]2=[O:15])[CH2:20][CH2:19][CH2:18][CH2:17]1, predict the reactants needed to synthesize it. The reactants are: Br[CH2:2][C:3]1[C:14](=[O:15])[N:13]([CH:16]2[CH2:20][CH2:19][CH2:18][CH2:17]2)[C:6]2[N:7]=[C:8]([S:11][CH3:12])[N:9]=[CH:10][C:5]=2[CH:4]=1.[C:21]([OH:24])(=[O:23])[CH3:22]. (2) Given the product [Br:1][C:2]1[N:3]([CH2:16][O:15][CH2:14][CH2:13][Si:12]([CH3:19])([CH3:18])[CH3:11])[C:4]([Br:8])=[C:5]([Br:7])[N:6]=1, predict the reactants needed to synthesize it. The reactants are: [Br:1][C:2]1[NH:3][C:4]([Br:8])=[C:5]([Br:7])[N:6]=1.[H-].[Na+].[CH3:11][Si:12]([CH3:19])([CH3:18])[CH2:13][CH2:14][O:15][CH2:16]Cl. (3) The reactants are: [Br:1][C:2]1[CH:3]=[N:4][C:5]2[C:10]([C:11]=1[CH3:12])=[CH:9][CH:8]=[CH:7][N:6]=2.[O:13]1CCOCC1.[Se](=O)=O. Given the product [Br:1][C:2]1[CH:3]=[N:4][C:5]2[C:10]([C:11]=1[CH:12]=[O:13])=[CH:9][CH:8]=[CH:7][N:6]=2, predict the reactants needed to synthesize it. (4) Given the product [C:15]1([C:21]2[CH:26]=[CH:25][CH:24]=[CH:23][CH:22]=2)[CH:14]=[CH:13][C:12]([O:11][CH2:10][C:8]2[CH:9]=[C:5]([C:3]([OH:2])=[O:4])[O:6][CH:7]=2)=[CH:17][CH:16]=1, predict the reactants needed to synthesize it. The reactants are: C[O:2][C:3]([C:5]1[O:6][C:7](C)=[C:8]([CH2:10][O:11][C:12]2[CH:17]=[CH:16][C:15](I)=[CH:14][CH:13]=2)[CH:9]=1)=[O:4].Cl[C:21]1[CH:26]=[CH:25][C:24](B(O)O)=[CH:23][CH:22]=1. (5) The reactants are: C([O:3][C:4]([C:6]1[C:10]2[CH2:11][CH2:12][CH2:13][C:9]=2[NH:8][N:7]=1)=O)C.[NH3:14]. Given the product [NH:8]1[C:9]2[CH2:13][CH2:12][CH2:11][C:10]=2[C:6]([C:4]([NH2:14])=[O:3])=[N:7]1, predict the reactants needed to synthesize it.